From a dataset of Forward reaction prediction with 1.9M reactions from USPTO patents (1976-2016). Predict the product of the given reaction. (1) Given the reactants C(OC(=O)[NH:7][C@@H:8]([CH3:19])[C@@H:9]([C:11]1[CH:16]=[CH:15][C:14]([CH2:17][CH3:18])=[CH:13][CH:12]=1)[OH:10])(C)(C)C.Cl, predict the reaction product. The product is: [NH2:7][C@@H:8]([CH3:19])[C@@H:9]([C:11]1[CH:16]=[CH:15][C:14]([CH2:17][CH3:18])=[CH:13][CH:12]=1)[OH:10]. (2) The product is: [C:34]([NH:33][CH:31]1[CH2:30][C:29]2([CH2:28][CH:27]([NH:26][C:4]3[N:5]=[C:6]([O:25][C:22]4[CH:21]=[CH:20][C:19]([O:12][C:13]5[CH:18]=[CH:17][CH:16]=[CH:15][CH:14]=5)=[CH:24][CH:23]=4)[C:7]([C:8]([NH2:10])=[O:9])=[CH:2][N:48]=3)[CH2:41]2)[CH2:32]1)(=[O:40])[CH:43]=[CH2:44]. Given the reactants Cl[C:2]1[C:7]([C:8]([NH2:10])=[O:9])=[CH:6][N:5]=[C:4](Cl)C=1.[O:12]([C:19]1[CH:24]=[CH:23][C:22]([OH:25])=[CH:21][CH:20]=1)[C:13]1[CH:18]=[CH:17][CH:16]=[CH:15][CH:14]=1.[NH2:26][CH:27]1[CH2:41][C:29]2([CH2:32][CH:31]([NH:33][C:34](=[O:40])OC(C)(C)C)[CH2:30]2)[CH2:28]1.C(O)(=O)[CH:43]=[CH2:44].C(C1C=CC(C2CCN(C(OC(C)(C)C)=O)CC=2)=NC=1NC1C=CC(CCN2CCCC2)=CC=1)(=O)[NH2:48], predict the reaction product. (3) Given the reactants [F:1][C:2]([F:14])([F:13])[O:3][C:4]1[CH:5]=[C:6](B(O)O)[CH:7]=[CH:8][CH:9]=1.Br[C:16]([C:18]([F:21])([F:20])[F:19])=[CH2:17].C(=O)([O-])[O-].[K+].[K+], predict the reaction product. The product is: [F:1][C:2]([F:14])([F:13])[O:3][C:4]1[CH:9]=[CH:8][CH:7]=[C:6]([C:16]([C:18]([F:21])([F:20])[F:19])=[CH2:17])[CH:5]=1. (4) The product is: [CH3:26][NH:27][C:23]([C:20]1[CH:21]=[C:22]2[C:17](=[CH:18][CH:19]=1)[CH:16]=[N:15][CH:14]=[C:13]2[C:10]1[CH:11]=[CH:12][C:7]([C:5]2[CH:4]=[N:3][N:2]([CH3:1])[CH:6]=2)=[CH:8][CH:9]=1)=[O:24]. Given the reactants [CH3:1][N:2]1[CH:6]=[C:5]([C:7]2[CH:12]=[CH:11][C:10]([C:13]3[C:22]4[C:17](=[CH:18][CH:19]=[C:20]([C:23](O)=[O:24])[CH:21]=4)[CH:16]=[N:15][CH:14]=3)=[CH:9][CH:8]=2)[CH:4]=[N:3]1.[CH3:26][N:27](C(ON1N=NC2C=CC=NC1=2)=[N+](C)C)C.F[P-](F)(F)(F)(F)F.CN.C1COCC1.CCN(C(C)C)C(C)C, predict the reaction product. (5) Given the reactants N(C(OC(C)C)=O)=NC(OC(C)C)=O.[OH:15][CH:16]1[CH2:21][CH2:20][CH:19]([C:22]([O:24][CH2:25][CH3:26])=[O:23])[CH2:18][CH2:17]1.[NH2:27][C:28]1[CH:33]=[CH:32][C:31](O)=[CH:30][C:29]=1[N+:35]([O-:37])=[O:36].C1(P(C2C=CC=CC=2)C2C=CC=CC=2)C=CC=CC=1, predict the reaction product. The product is: [NH2:27][C:28]1[CH:33]=[CH:32][C:31]([O:15][CH:16]2[CH2:17][CH2:18][CH:19]([C:22]([O:24][CH2:25][CH3:26])=[O:23])[CH2:20][CH2:21]2)=[CH:30][C:29]=1[N+:35]([O-:37])=[O:36]. (6) Given the reactants [N:1]([CH2:4][C@H:5]([NH:13]C(OC(C)(C)C)=O)[CH2:6][C:7]1[CH:12]=[CH:11][CH:10]=[CH:9][CH:8]=1)=[N+:2]=[N-:3].CCOCC.[Na+].[Cl-], predict the reaction product. The product is: [N:1]([CH2:4][C@H:5]([NH2:13])[CH2:6][C:7]1[CH:12]=[CH:11][CH:10]=[CH:9][CH:8]=1)=[N+:2]=[N-:3]. (7) Given the reactants [I:1][C:2]1[CH:7]=[CH:6][C:5]([N:8]2[CH:12]=[C:11]([CH2:13]O)[N:10]=[CH:9]2)=[CH:4][CH:3]=1.O=S(Cl)[Cl:17], predict the reaction product. The product is: [Cl:17][CH2:13][C:11]1[N:10]=[CH:9][N:8]([C:5]2[CH:6]=[CH:7][C:2]([I:1])=[CH:3][CH:4]=2)[CH:12]=1.